This data is from Full USPTO retrosynthesis dataset with 1.9M reactions from patents (1976-2016). The task is: Predict the reactants needed to synthesize the given product. (1) Given the product [Cl:1][C:2]1[CH:3]=[C:4]([C:12]2[O:14][N:49]=[C:50]([C:52]3[CH:53]=[C:54]4[C:58](=[CH:59][C:60]=3[O:61][CH3:62])[NH:57][N:56]=[CH:55]4)[N:51]=2)[CH:5]=[N:6][C:7]=1[O:8][CH:9]([CH3:10])[CH3:11], predict the reactants needed to synthesize it. The reactants are: [Cl:1][C:2]1[CH:3]=[C:4]([C:12]([OH:14])=O)[CH:5]=[N:6][C:7]=1[O:8][CH:9]([CH3:11])[CH3:10].CN(C(ON1N=NC2C=CC=NC1=2)=[N+](C)C)C.F[P-](F)(F)(F)(F)F.CCN(C(C)C)C(C)C.O[NH:49][C:50]([C:52]1[CH:53]=[C:54]2[C:58](=[CH:59][C:60]=1[O:61][CH3:62])[NH:57][N:56]=[CH:55]2)=[NH:51]. (2) Given the product [CH:29]1([C@@H:27]([NH:26][C:25]([C:24]2[C:23]3[C:18](=[CH:19][CH:20]=[C:21]([F:36])[CH:22]=3)[N:17]=[C:16]([C:37]3[CH:38]=[CH:39][CH:40]=[CH:41][CH:42]=3)[C:15]=2[CH2:14][N:11]2[CH2:12][CH2:13][NH:8][CH2:9][C:10]2=[O:43])=[O:35])[CH3:28])[CH2:34][CH2:33][CH2:32][CH2:31][CH2:30]1, predict the reactants needed to synthesize it. The reactants are: C(OC([N:8]1[CH2:13][CH2:12][N:11]([CH2:14][C:15]2[C:16]([C:37]3[CH:42]=[CH:41][CH:40]=[CH:39][CH:38]=3)=[N:17][C:18]3[C:23]([C:24]=2[C:25](=[O:35])[NH:26][CH:27]([CH:29]2[CH2:34][CH2:33][CH2:32][CH2:31][CH2:30]2)[CH3:28])=[CH:22][C:21]([F:36])=[CH:20][CH:19]=3)[C:10](=[O:43])[CH2:9]1)=O)(C)(C)C. (3) Given the product [Cl:32][C:8]1[N:5]2[CH:6]=[CH:7][C:2]([CH3:1])=[N:3][C:4]2=[N:10][C:9]=1[CH2:11][C@@H:12]1[CH2:17][CH2:16][CH2:15][CH2:14][N:13]1[C:18]([O:20][C:21]([CH3:24])([CH3:23])[CH3:22])=[O:19], predict the reactants needed to synthesize it. The reactants are: [CH3:1][C:2]1[CH:7]=[CH:6][N:5]2[CH:8]=[C:9]([CH2:11][C@@H:12]3[CH2:17][CH2:16][CH2:15][CH2:14][N:13]3[C:18]([O:20][C:21]([CH3:24])([CH3:23])[CH3:22])=[O:19])[N:10]=[C:4]2[N:3]=1.C1C(=O)N([Cl:32])C(=O)C1. (4) Given the product [Cl:32][C:19]1[N:20]=[C:21]([N:24]([CH3:31])[CH2:25][C:26]2[S:27][CH:28]=[CH:29][N:30]=2)[C:22]([F:23])=[C:17]([NH:9][NH2:8])[N:18]=1, predict the reactants needed to synthesize it. The reactants are: CC(OC([N:8](C(OC(C)(C)C)=O)[N:9]([C:17]1[C:22]([F:23])=[C:21]([N:24]([CH3:31])[CH2:25][C:26]2[S:27][CH:28]=[CH:29][N:30]=2)[N:20]=[C:19]([Cl:32])[N:18]=1)C(OC(C)(C)C)=O)=O)(C)C.Cl. (5) Given the product [O:14]1[C:8]2[C:9]([S:18]([Cl:21])(=[O:20])=[O:19])=[CH:10][CH:11]=[CH:12][C:7]=2[CH2:16][CH2:15]1, predict the reactants needed to synthesize it. The reactants are: C([Li])CCC.Br[C:7]1[CH:12]=[CH:11][CH:10]=[C:9](Br)[C:8]=1[O:14][CH2:15][CH2:16]Br.[S:18](=[O:20])=[O:19].[Cl:21]NC(=O)CCC(N)=O. (6) Given the product [CH3:26][CH2:25][CH2:24][C:23]1[C:21]([NH:22][NH:52][C:49]2[CH:48]=[CH:47][C:46]([S:44]([OH:54])(=[O:53])=[O:45])=[CH:51][CH:50]=2)=[N:22][C:21](=[CH:23][C:24]2[C:25]([CH:31]=[CH2:32])=[C:26]([CH3:30])[C:27](=[O:28])[N:29]=2)[C:20]=1[CH3:19], predict the reactants needed to synthesize it. The reactants are: CC1C(CCC(O)=O)=C(CC2[NH:22][C:21](/[CH:23]=[C:24]3/[C:25]([CH:31]=[CH2:32])=[C:26]([CH3:30])[C:27]([NH:29]/3)=[O:28])=[C:20](C)[C:19]=2CCC(O)=O)NC=1/C=C1/C(C)=C(C=C)C(N/1)=O.[S:44]([OH:54])(=[O:53])([C:46]1[CH:51]=[CH:50][C:49]([NH2:52])=[CH:48][CH:47]=1)=[O:45]. (7) Given the product [C:52]([C:54]1[CH:59]=[CH:58][C:57]([C:3]2[N:4]=[C:5]([O:11][CH2:12][C@@H:13]3[CH2:18][CH2:17][CH2:16][N:15]([C:19]([O:21][C:22]([CH3:25])([CH3:24])[CH3:23])=[O:20])[CH2:14]3)[C:6]3[N:7]([CH:8]=[N:9][CH:10]=3)[C:2]=2[C:35]2[CH:36]=[C:31]3[CH:30]=[N:29][N:28]([CH3:27])[C:32]3=[N:33][CH:34]=2)=[CH:56][CH:55]=1)#[N:53], predict the reactants needed to synthesize it. The reactants are: Br[C:2]1[N:7]2[CH:8]=[N:9][CH:10]=[C:6]2[C:5]([O:11][CH2:12][C@@H:13]2[CH2:18][CH2:17][CH2:16][N:15]([C:19]([O:21][C:22]([CH3:25])([CH3:24])[CH3:23])=[O:20])[CH2:14]2)=[N:4][C:3]=1Cl.[CH3:27][N:28]1[C:32]2=[N:33][CH:34]=[C:35](B3OC(C)(C)C(C)(C)O3)[CH:36]=[C:31]2[CH:30]=[N:29]1.C(=O)([O-])[O-].[K+].[K+].[C:52]([C:54]1[CH:59]=[CH:58][C:57](B(O)O)=[CH:56][CH:55]=1)#[N:53].C(=O)([O-])[O-].[Cs+].[Cs+]. (8) Given the product [CH2:11]([O:10][C:4]1[CH:3]=[C:2]([C:27]([C:29]2[CH:30]=[C:31]3[C:36](=[CH:37][CH:38]=2)[N:35]=[CH:34][CH:33]=[CH:32]3)=[O:28])[CH:7]=[CH:6][C:5]=1[O:8][CH3:9])[CH3:12], predict the reactants needed to synthesize it. The reactants are: Br[C:2]1[CH:7]=[CH:6][C:5]([O:8][CH3:9])=[C:4]([O:10][CH2:11][CH3:12])[CH:3]=1.C([Li])CCC.CCCCCC.CON(C)[C:27]([C:29]1[CH:30]=[C:31]2[C:36](=[CH:37][CH:38]=1)[N:35]=[CH:34][CH:33]=[CH:32]2)=[O:28].